Task: Regression/Classification. Given a drug SMILES string, predict its absorption, distribution, metabolism, or excretion properties. Task type varies by dataset: regression for continuous measurements (e.g., permeability, clearance, half-life) or binary classification for categorical outcomes (e.g., BBB penetration, CYP inhibition). Dataset: cyp2d6_veith.. Dataset: CYP2D6 inhibition data for predicting drug metabolism from PubChem BioAssay (1) The molecule is CO[C@@H]1COC(=O)C/C=C\[C@@H](C)[C@@H]2C=C[C@H](O)[C@@H](COC(=O)C/C=C\[C@H]1C)O2. The result is 0 (non-inhibitor). (2) The compound is Cc1cc(C)c(S(=O)(=O)NCC2CCC(C(=O)NCc3ccc4c(c3)OCO4)CC2)c(C)c1. The result is 1 (inhibitor).